Dataset: Forward reaction prediction with 1.9M reactions from USPTO patents (1976-2016). Task: Predict the product of the given reaction. Given the reactants [CH2:1]([O:8][C:9]([NH:11][C@@H:12]([CH2:17][S:18][C:19]1[CH:24]=[CH:23][CH:22]=[CH:21][CH:20]=1)[C@@H:13]([OH:16])[CH2:14]O)=[O:10])[C:2]1[CH:7]=[CH:6][CH:5]=[CH:4][CH:3]=1.N1C=CC=CC=1.C(Cl)(=O)C1C=CC=CC=1.S(Cl)(C)(=O)=O.C(N(CC)CC)C.CO.[OH-].[K+], predict the reaction product. The product is: [CH2:1]([O:8][C:9]([NH:11][C@@H:12]([CH2:17][S:18][C:19]1[CH:24]=[CH:23][CH:22]=[CH:21][CH:20]=1)[C@@H:13]1[O:16][CH2:14]1)=[O:10])[C:2]1[CH:7]=[CH:6][CH:5]=[CH:4][CH:3]=1.